Dataset: Reaction yield outcomes from USPTO patents with 853,638 reactions. Task: Predict the reaction yield, written as a fraction of the theoretical maximum amount of product (1.0 means a 100% yield; for example, 0.34 means a 34% yield). (1) The catalyst is C(OCC)(=O)C. The yield is 0.560. The product is [CH3:34][CH:29]1[CH2:30][CH2:31][CH:32]([CH3:33])[N:28]1[CH2:27][CH2:26][CH2:25][O:9][C:10]1[CH:15]=[CH:14][C:13]([C:16]2([C:22]#[N:23])[CH2:21][CH2:20][O:19][CH2:18][CH2:17]2)=[CH:12][CH:11]=1. The reactants are N1(CCC[O:9][C:10]2[CH:15]=[CH:14][C:13]([C:16]3([C:22]#[N:23])[CH2:21][CH2:20][O:19][CH2:18][CH2:17]3)=[CH:12][CH:11]=2)CCCC1.Cl[CH2:25][CH2:26][CH2:27][N:28]1[C@@H:32]([CH3:33])[CH2:31][CH2:30][C@@H:29]1[CH3:34].CN(C=O)C.C([O-])([O-])=O.[K+].[K+]. (2) The reactants are [CH3:1][S:2][C:3]1[CH:4]=[C:5]([CH:9]([OH:17])[CH2:10][C:11]2[CH:16]=[CH:15][N:14]=[CH:13][CH:12]=2)[CH:6]=[CH:7][CH:8]=1.[Cr](O[Cr]([O-])(=O)=O)([O-])(=O)=[O:19].[NH+]1C=CC=CC=1.[NH+]1C=CC=CC=1. The catalyst is C(Cl)Cl. The product is [CH3:1][S:2][C:3]1[CH:4]=[C:5]([C:9](=[O:17])[C:10]([C:11]2[CH:16]=[CH:15][N:14]=[CH:13][CH:12]=2)=[O:19])[CH:6]=[CH:7][CH:8]=1. The yield is 0.0550. (3) The product is [CH3:1][C:2]1[CH:3]=[C:4]([CH2:11][C@@H:12]([NH:17][C:18]([N:20]2[CH2:21][CH2:22][CH:23]([C:26]3[C:27](=[O:36])[NH:28][C:29]4[C:34]([CH:35]=3)=[CH:33][CH:32]=[CH:31][CH:30]=4)[CH2:24][CH2:25]2)=[O:19])[C:13]([OH:15])=[O:14])[CH:5]=[C:6]2[C:10]=1[NH:9][N:8]=[CH:7]2. The catalyst is C1COCC1.O. The reactants are [CH3:1][C:2]1[CH:3]=[C:4]([CH2:11][C@@H:12]([NH:17][C:18]([N:20]2[CH2:25][CH2:24][CH:23]([C:26]3[C:27](=[O:36])[NH:28][C:29]4[C:34]([CH:35]=3)=[CH:33][CH:32]=[CH:31][CH:30]=4)[CH2:22][CH2:21]2)=[O:19])[C:13]([O:15]C)=[O:14])[CH:5]=[C:6]2[C:10]=1[NH:9][N:8]=[CH:7]2.[OH-].[Li+]. The yield is 0.950. (4) The reactants are [Cl:1][C:2]1[N:7]=[C:6]([NH2:8])[C:5]([NH2:9])=[CH:4][C:3]=1I.[Cl:11][C:12]1[C:17]([Cl:18])=[CH:16][CH:15]=[CH:14][C:13]=1B(O)O.C(=O)([O-])[O-].[Na+].[Na+]. The catalyst is O.O1CCOCC1.C1C=CC([P]([Pd]([P](C2C=CC=CC=2)(C2C=CC=CC=2)C2C=CC=CC=2)([P](C2C=CC=CC=2)(C2C=CC=CC=2)C2C=CC=CC=2)[P](C2C=CC=CC=2)(C2C=CC=CC=2)C2C=CC=CC=2)(C2C=CC=CC=2)C2C=CC=CC=2)=CC=1. The product is [Cl:1][C:2]1[N:7]=[C:6]([NH2:8])[C:5]([NH2:9])=[CH:4][C:3]=1[C:16]1[CH:15]=[CH:14][CH:13]=[C:12]([Cl:11])[C:17]=1[Cl:18]. The yield is 0.750. (5) The reactants are [NH2:1][C:2]1[CH:7]=[C:6]([Cl:8])[CH:5]=[CH:4][C:3]=1[S:9][CH2:10][CH2:11][C:12]([N:14]1[CH2:18][CH2:17][CH2:16][CH2:15]1)=[O:13].[Cl:19][C:20]1[CH:25]=[CH:24][C:23]([S:26](Cl)(=[O:28])=[O:27])=[CH:22][C:21]=1[C:30]([F:33])([F:32])[F:31]. The catalyst is N1C=CC=CC=1. The product is [Cl:19][C:20]1[CH:25]=[CH:24][C:23]([S:26]([NH:1][C:2]2[CH:7]=[C:6]([Cl:8])[CH:5]=[CH:4][C:3]=2[S:9][CH2:10][CH2:11][C:12](=[O:13])[N:14]2[CH2:15][CH2:16][CH2:17][CH2:18]2)(=[O:27])=[O:28])=[CH:22][C:21]=1[C:30]([F:33])([F:31])[F:32]. The yield is 0.170. (6) The reactants are [CH3:1][C:2]1[N:3]([C:20]2[CH:36]=[CH:35][C:23]([CH2:24][O:25][C:26]3([C:30]([O:32]CC)=[O:31])[CH2:29][CH2:28][CH2:27]3)=[CH:22][CH:21]=2)[C:4]2[C:9]([C:10]=1[C:11](=[O:19])[C:12]1[CH:17]=[CH:16][C:15]([CH3:18])=[CH:14][CH:13]=1)=[CH:8][CH:7]=[CH:6][CH:5]=2.C1COCC1.[OH-].[Na+]. The catalyst is CO.O. The product is [CH3:1][C:2]1[N:3]([C:20]2[CH:36]=[CH:35][C:23]([CH2:24][O:25][C:26]3([C:30]([OH:32])=[O:31])[CH2:29][CH2:28][CH2:27]3)=[CH:22][CH:21]=2)[C:4]2[C:9]([C:10]=1[C:11](=[O:19])[C:12]1[CH:13]=[CH:14][C:15]([CH3:18])=[CH:16][CH:17]=1)=[CH:8][CH:7]=[CH:6][CH:5]=2. The yield is 0.430. (7) The reactants are [CH3:1][C:2]1[S:6][C:5]2[CH:7]=[C:8]([O:11][C:12]3[CH:17]=[CH:16][N:15]=[C:14]4[CH:18]=[CH:19][S:20][C:13]=34)[CH:9]=[CH:10][C:4]=2[C:3]=1[C:21]([OH:23])=O.[NH2:24][CH2:25][CH2:26][N:27]1[CH2:32][CH2:31][O:30][CH2:29][CH2:28]1.C(N(C(C)C)CC)(C)C.CN(C(ON1N=NC2C=CC=CC1=2)=[N+](C)C)C.F[P-](F)(F)(F)(F)F. No catalyst specified. The product is [N:27]1([CH2:26][CH2:25][NH:24][C:21]([C:3]2[C:4]3[CH:10]=[CH:9][C:8]([O:11][C:12]4[CH:17]=[CH:16][N:15]=[C:14]5[CH:18]=[CH:19][S:20][C:13]=45)=[CH:7][C:5]=3[S:6][C:2]=2[CH3:1])=[O:23])[CH2:32][CH2:31][O:30][CH2:29][CH2:28]1. The yield is 0.280. (8) The reactants are [Cl:1][C:2]1[CH:3]=[C:4]([C@H:8]2[C@H:13]([C:14]3[CH:19]=[CH:18][CH:17]=[CH:16][CH:15]=3)[CH2:12][CH2:11][NH:10][CH2:9]2)[CH:5]=[CH:6][CH:7]=1.[C:20]1([S:26](Cl)(=[O:28])=[O:27])[CH:25]=[CH:24][CH:23]=[CH:22][CH:21]=1.O. The catalyst is C(Cl)Cl. The product is [C:20]1([S:26]([N:10]2[CH2:11][CH2:12][C@@H:13]([C:14]3[CH:19]=[CH:18][CH:17]=[CH:16][CH:15]=3)[C@H:8]([C:4]3[CH:5]=[CH:6][CH:7]=[C:2]([Cl:1])[CH:3]=3)[CH2:9]2)(=[O:28])=[O:27])[CH:25]=[CH:24][CH:23]=[CH:22][CH:21]=1. The yield is 0.980.